Task: Predict the reaction yield, written as a fraction of the theoretical maximum amount of product (1.0 means a 100% yield; for example, 0.34 means a 34% yield).. Dataset: Reaction yield outcomes from USPTO patents with 853,638 reactions (1) The reactants are [CH3:1][O:2][C:3]1[CH:8]=[C:7]([N:9]2[CH2:12][C:11]3([N:16]([CH3:17])[CH2:15][CH2:14][CH2:13]3)[CH2:10]2)[C:6]([N+:18]([O-])=O)=[CH:5][C:4]=1[NH:21][C:22]1[N:27]=[C:26]([C:28]2[CH:29]=[N:30][N:31]3[CH:36]=[CH:35][CH:34]=[CH:33][C:32]=23)[CH:25]=[CH:24][N:23]=1.[NH4+].[Cl-].C(O)C. The catalyst is [Fe].O. The product is [CH3:1][O:2][C:3]1[CH:8]=[C:7]([N:9]2[CH2:10][C:11]3([N:16]([CH3:17])[CH2:15][CH2:14][CH2:13]3)[CH2:12]2)[C:6]([NH2:18])=[CH:5][C:4]=1[NH:21][C:22]1[N:27]=[C:26]([C:28]2[CH:29]=[N:30][N:31]3[CH:36]=[CH:35][CH:34]=[CH:33][C:32]=23)[CH:25]=[CH:24][N:23]=1. The yield is 0.890. (2) The reactants are [OH-].[K+].[CH:3]1[C:15]2[NH:14][C:13]3[C:8](=[CH:9][CH:10]=[CH:11][CH:12]=3)[C:7]=2[CH:6]=[CH:5][CH:4]=1.[CH2:16]([CH:18]1[O:20][CH2:19]1)Br. The catalyst is CN(C)C=O. The product is [O:20]1[CH2:19][CH:18]1[CH2:16][N:14]1[C:13]2[CH:12]=[CH:11][CH:10]=[CH:9][C:8]=2[C:7]2[C:15]1=[CH:3][CH:4]=[CH:5][CH:6]=2. The yield is 0.580.